Regression. Given a peptide amino acid sequence and an MHC pseudo amino acid sequence, predict their binding affinity value. This is MHC class II binding data. From a dataset of Peptide-MHC class II binding affinity with 134,281 pairs from IEDB. (1) The binding affinity (normalized) is 0.143. The MHC is HLA-DPA10103-DPB10401 with pseudo-sequence HLA-DPA10103-DPB10401. The peptide sequence is RQHGSEEWEPLTKKG. (2) The peptide sequence is NFILDGDNLFPKV. The MHC is DRB1_0401 with pseudo-sequence DRB1_0401. The binding affinity (normalized) is 0.664.